Dataset: Full USPTO retrosynthesis dataset with 1.9M reactions from patents (1976-2016). Task: Predict the reactants needed to synthesize the given product. (1) The reactants are: [CH3:1][O:2][C:3]([C:5]1[C:6]([CH:25]([CH3:27])[CH3:26])=[N:7][C:8]2[C:13]([C:14]=1OS(C(F)(F)F)(=O)=O)=[CH:12][C:11]([Cl:23])=[CH:10][C:9]=2[Cl:24])=[O:4].[CH2:28]([O:30][C:31]1[CH:32]=[C:33](B(O)O)[CH:34]=[CH:35][CH:36]=1)[CH3:29]. Given the product [CH3:1][O:2][C:3]([C:5]1[C:6]([CH:25]([CH3:27])[CH3:26])=[N:7][C:8]2[C:13]([C:14]=1[C:35]1[CH:34]=[CH:33][CH:32]=[C:31]([O:30][CH2:28][CH3:29])[CH:36]=1)=[CH:12][C:11]([Cl:23])=[CH:10][C:9]=2[Cl:24])=[O:4], predict the reactants needed to synthesize it. (2) Given the product [CH2:11]([O:10][C:8](=[O:9])[CH2:7][O:6][C:5]1[CH:13]=[CH:14][C:2]([B:18]2[O:22][C:21]([CH3:24])([CH3:23])[C:20]([CH3:26])([CH3:25])[O:19]2)=[CH:3][C:4]=1[O:15][CH2:16][CH3:17])[CH3:12], predict the reactants needed to synthesize it. The reactants are: Br[C:2]1[CH:14]=[CH:13][C:5]([O:6][CH2:7][C:8]([O:10][CH2:11][CH3:12])=[O:9])=[C:4]([O:15][CH2:16][CH3:17])[CH:3]=1.[B:18]1([B:18]2[O:22][C:21]([CH3:24])([CH3:23])[C:20]([CH3:26])([CH3:25])[O:19]2)[O:22][C:21]([CH3:24])([CH3:23])[C:20]([CH3:26])([CH3:25])[O:19]1.C([O-])(=O)C.[K+]. (3) Given the product [C:4]1([N:7]([C:8]2[CH:13]=[CH:12][CH:11]=[CH:10][CH:9]=2)[C:14]2[CH:19]=[CH:18][C:17]([C:27]3[CH:28]=[CH:29][C:24]([C:21](=[O:23])[CH3:22])=[CH:25][CH:26]=3)=[CH:16][CH:15]=2)[CH:5]=[CH:6][CH:1]=[CH:2][CH:3]=1, predict the reactants needed to synthesize it. The reactants are: [CH:1]1[CH:6]=[CH:5][C:4]([N:7]([C:14]2[CH:19]=[CH:18][C:17](Br)=[CH:16][CH:15]=2)[C:8]2[CH:13]=[CH:12][CH:11]=[CH:10][CH:9]=2)=[CH:3][CH:2]=1.[C:21]([C:24]1[CH:29]=[CH:28][C:27](B(O)O)=[CH:26][CH:25]=1)(=[O:23])[CH3:22].C(=O)([O-])[O-].[Na+].[Na+].C(#N)C. (4) Given the product [CH3:34][O:35][C:36]([C:37]1[CH:38]=[C:39]([C:5]2[CH:6]=[CH:7][CH:8]=[C:3]([C:2]([F:13])([F:12])[F:1])[CH:4]=2)[C:40]([CH3:43])=[CH:41][CH:42]=1)=[O:45], predict the reactants needed to synthesize it. The reactants are: [F:1][C:2]([F:13])([F:12])[C:3]1[CH:4]=[C:5](B(O)O)[CH:6]=[CH:7][CH:8]=1.[F-].[K+].F[B-](F)(F)F.C([PH+](C(C)(C)C)C(C)(C)C)(C)(C)C.[CH3:34][O:35][C:36](=[O:45])[C:37]1[CH:42]=[CH:41][C:40]([CH3:43])=[C:39](Br)[CH:38]=1.